This data is from Reaction yield outcomes from USPTO patents with 853,638 reactions. The task is: Predict the reaction yield, written as a fraction of the theoretical maximum amount of product (1.0 means a 100% yield; for example, 0.34 means a 34% yield). (1) The reactants are [CH3:1][O:2][C:3]1[CH:4]=[C:5]2[C:10](=[CH:11][C:12]=1[O:13][CH3:14])[N:9]=[CH:8][CH:7]=[C:6]2[O:15][C:16]1[CH:22]=[CH:21][C:19]([NH2:20])=[CH:18][CH:17]=1.C(O)C.[CH3:26][C:27]1[CH:28]=[C:29]([C:33]([N:35]=[C:36]=[S:37])=[O:34])[CH:30]=[CH:31][CH:32]=1. The catalyst is C1(C)C=CC=CC=1. The product is [CH3:1][O:2][C:3]1[CH:4]=[C:5]2[C:10](=[CH:11][C:12]=1[O:13][CH3:14])[N:9]=[CH:8][CH:7]=[C:6]2[O:15][C:16]1[CH:22]=[CH:21][C:19]([NH:20][C:36]([NH:35][C:33](=[O:34])[C:29]2[CH:30]=[CH:31][CH:32]=[C:27]([CH3:26])[CH:28]=2)=[S:37])=[CH:18][CH:17]=1. The yield is 0.960. (2) The reactants are [CH3:1][N:2]1[CH:6]=[C:5]([C:7]([OH:9])=O)[N:4]=[CH:3]1.[NH2:10][C@@H:11]([CH3:29])[CH2:12][N:13]1[CH:17]=[C:16]([C:18]#[N:19])[C:15]([C:20]2[CH:25]=[CH:24][C:23]([C:26]#[N:27])=[C:22]([Cl:28])[CH:21]=2)=[N:14]1. No catalyst specified. The product is [Cl:28][C:22]1[CH:21]=[C:20]([C:15]2[C:16]([C:18]#[N:19])=[CH:17][N:13]([CH2:12][C@@H:11]([NH:10][C:7]([C:5]3[N:4]=[CH:3][N:2]([CH3:1])[CH:6]=3)=[O:9])[CH3:29])[N:14]=2)[CH:25]=[CH:24][C:23]=1[C:26]#[N:27]. The yield is 0.341. (3) The reactants are CC1(C)[N:6]2[C:7](=[O:13])[C:8](=[C:10]([CH3:12])[CH3:11])[CH2:9][C@@H:5]2[CH2:4][O:3]1.O.C1(C)C=CC(S(O)(=O)=O)=CC=1. The catalyst is CO. The product is [OH:3][CH2:4][C@@H:5]1[NH:6][C:7](=[O:13])[C:8](=[C:10]([CH3:12])[CH3:11])[CH2:9]1. The yield is 0.604. (4) The reactants are CC1(C)C(C)(C)OB([C:9]2[C:17]3[C:12](=[N:13][CH:14]=[CH:15][CH:16]=3)[N:11]([S:18]([C:21]3[CH:26]=[CH:25][C:24]([CH3:27])=[CH:23][CH:22]=3)(=[O:20])=[O:19])[CH:10]=2)O1.[Cl:29][C:30]1[CH:35]=[C:34](Cl)[N:33]=[CH:32][N:31]=1.C(=O)([O-])[O-].[K+].[K+].CCOC(C)=O. The catalyst is CN(C=O)C.C1C=CC([P]([Pd]([P](C2C=CC=CC=2)(C2C=CC=CC=2)C2C=CC=CC=2)([P](C2C=CC=CC=2)(C2C=CC=CC=2)C2C=CC=CC=2)[P](C2C=CC=CC=2)(C2C=CC=CC=2)C2C=CC=CC=2)(C2C=CC=CC=2)C2C=CC=CC=2)=CC=1. The product is [Cl:29][C:30]1[N:31]=[CH:32][N:33]=[C:34]([C:9]2[C:17]3[C:12](=[N:13][CH:14]=[CH:15][CH:16]=3)[N:11]([S:18]([C:21]3[CH:26]=[CH:25][C:24]([CH3:27])=[CH:23][CH:22]=3)(=[O:19])=[O:20])[CH:10]=2)[CH:35]=1. The yield is 0.330. (5) The reactants are [CH3:1][C:2]1[C:10]([N+:11]([O-:13])=[O:12])=[CH:9][C:8]([F:14])=[CH:7][C:3]=1[C:4]([OH:6])=[O:5].CI.[C:17](=O)([O-])[O-].[K+].[K+]. The catalyst is CN(C)C=O. The product is [CH3:17][O:5][C:4](=[O:6])[C:3]1[CH:7]=[C:8]([F:14])[CH:9]=[C:10]([N+:11]([O-:13])=[O:12])[C:2]=1[CH3:1]. The yield is 0.259. (6) The reactants are C(OC(=O)[NH:10][C:11]1[CH:16]=[C:15]([C:17]2[CH:25]=[CH:24][CH:23]=[C:22]3[C:18]=2[CH:19]=[CH:20][N:21]3[Si](C(C)C)(C(C)C)C(C)C)[CH:14]=[C:13]([C:36]([C:38]2[CH:39]=[N:40][CH:41]=[CH:42][CH:43]=2)=[O:37])[CH:12]=1)C1C=CC=CC=1. The catalyst is [OH-].[K+].CO.O.O. The product is [NH2:10][C:11]1[CH:12]=[C:13]([C:36]([C:38]2[CH:39]=[N:40][CH:41]=[CH:42][CH:43]=2)=[O:37])[CH:14]=[C:15]([C:17]2[CH:25]=[CH:24][CH:23]=[C:22]3[C:18]=2[CH:19]=[CH:20][NH:21]3)[CH:16]=1. The yield is 0.570. (7) The reactants are [CH3:1][NH:2][CH:3]1[CH2:8][CH2:7][CH2:6][CH:5]([C:9]2[C:17]3[C:12](=[CH:13][CH:14]=[C:15]([NH:18][C:19]([C:21]4[S:22][CH:23]=[CH:24][CH:25]=4)=[NH:20])[CH:16]=3)[NH:11][CH:10]=2)[CH2:4]1.[ClH:26]. The catalyst is CO. The product is [ClH:26].[ClH:26].[CH3:1][NH:2][CH:3]1[CH2:8][CH2:7][CH2:6][CH:5]([C:9]2[C:17]3[C:12](=[CH:13][CH:14]=[C:15]([NH:18][C:19]([C:21]4[S:22][CH:23]=[CH:24][CH:25]=4)=[NH:20])[CH:16]=3)[NH:11][CH:10]=2)[CH2:4]1. The yield is 0.970. (8) The yield is 0.160. The reactants are [Cl:1][C:2]1[CH:7]=[CH:6][C:5]([S:8]([C:11](=[C:14]([NH:17][C:18]2[CH:23]=[CH:22][CH:21]=[C:20]([C:24]#[N:25])[CH:19]=2)SC)[C:12]#[N:13])(=[O:10])=[O:9])=[CH:4][CH:3]=1.[CH:26]1([NH2:31])[CH2:30][CH2:29][CH2:28][CH2:27]1. The product is [Cl:1][C:2]1[CH:7]=[CH:6][C:5]([S:8]([C:11](=[C:14]([NH:17][C:18]2[CH:23]=[CH:22][CH:21]=[C:20]([C:24]#[N:25])[CH:19]=2)[NH:31][CH:26]2[CH2:30][CH2:29][CH2:28][CH2:27]2)[C:12]#[N:13])(=[O:10])=[O:9])=[CH:4][CH:3]=1. No catalyst specified. (9) The reactants are [CH3:1][N:2]1[C:7](=[O:8])[C:6]([NH:9][C:10]2[CH:15]=[CH:14][C:13]([N:16]3[CH2:21][CH2:20][N:19]([CH:22]4[CH2:25][O:24][CH2:23]4)[CH2:18][CH2:17]3)=[CH:12][N:11]=2)=[CH:5][C:4]([C:26]2[C:31]([CH:32]=[O:33])=[C:30]([N:34]3[CH:46]=[CH:45][N:37]4[C:38]5[CH2:39][CH2:40][CH2:41][CH2:42][C:43]=5[CH:44]=[C:36]4[C:35]3=[O:47])[N:29]=[CH:28][CH:27]=2)=[CH:3]1.[CH3:48]N1C=C(B2OC(C)(C)C(C)(C)O2)C=C(NC2C=CC(N3CCN(C4COC4)C[C@@H]3C)=CN=2)C1=O.C([O-])(=O)C.[Na+].C(#N)C. The catalyst is C1C=CC(P(C2C=CC=CC=2)[C-]2C=CC=C2)=CC=1.C1C=CC(P(C2C=CC=CC=2)[C-]2C=CC=C2)=CC=1.Cl[Pd]Cl.[Fe+2].O. The product is [CH3:1][N:2]1[C:7](=[O:8])[C:6]([NH:9][C:10]2[CH:15]=[CH:14][C:13]([N:16]3[CH2:21][CH2:20][N:19]([CH:22]4[CH2:25][O:24][CH2:23]4)[CH2:18][C@@H:17]3[CH3:48])=[CH:12][N:11]=2)=[CH:5][C:4]([C:26]2[C:31]([CH:32]=[O:33])=[C:30]([N:34]3[CH:46]=[CH:45][N:37]4[C:38]5[CH2:39][CH2:40][CH2:41][CH2:42][C:43]=5[CH:44]=[C:36]4[C:35]3=[O:47])[N:29]=[CH:28][CH:27]=2)=[CH:3]1. The yield is 0.640.